From a dataset of Catalyst prediction with 721,799 reactions and 888 catalyst types from USPTO. Predict which catalyst facilitates the given reaction. (1) Reactant: [CH3:1][O:2][C:3](=[O:19])[C:4]1[CH:9]=[CH:8][C:7]([CH2:10]Br)=[CH:6][C:5]=1[O:12][C:13]1[CH:18]=[CH:17][CH:16]=[CH:15][CH:14]=1.C1OCCOCCOCCOCCOCCOC1.[N:38]1[CH:43]=[CH:42][CH:41]=[C:40]([O:44]C2C=NC=CC=2)[CH:39]=1.[K]. Product: [CH3:1][O:2][C:3](=[O:19])[C:4]1[CH:9]=[CH:8][C:7]([CH2:10][O:44][C:40]2[CH:39]=[N:38][CH:43]=[CH:42][CH:41]=2)=[CH:6][C:5]=1[O:12][C:13]1[CH:18]=[CH:17][CH:16]=[CH:15][CH:14]=1. The catalyst class is: 11. (2) Reactant: [OH-:1].[Na+].C[O:4][C:5](=[O:51])[C@H:6]([O:20][C:21]1[C:26]([Br:27])=[CH:25][C:24]([C:28]2[CH:33]=[CH:32][C:31]([C:34]3[C:35]4[CH:49]=[CH:48][CH:47]=[CH:46][C:36]=4[S:37][C:38]=3[CH2:39][C:40]3[CH:45]=[CH:44][CH:43]=[CH:42][CH:41]=3)=[CH:30][CH:29]=2)=[CH:23][C:22]=1[Br:50])[CH2:7][CH2:8][N:9]1[C:17](=[O:18])[C:16]2[C:11](=[CH:12][CH:13]=[CH:14][CH:15]=2)[C:10]1=[O:19].CO.Cl. The catalyst class is: 132. Product: [CH2:39]([C:38]1[S:37][C:36]2[CH:46]=[CH:47][CH:48]=[CH:49][C:35]=2[C:34]=1[C:31]1[CH:32]=[CH:33][C:28]([C:24]2[CH:23]=[C:22]([Br:50])[C:21]([O:20][C@@H:6]([C:5]([OH:4])=[O:51])[CH2:7][CH2:8][NH:9][C:10](=[O:19])[C:11]3[C:16](=[CH:15][CH:14]=[CH:13][CH:12]=3)[C:17]([OH:1])=[O:18])=[C:26]([Br:27])[CH:25]=2)=[CH:29][CH:30]=1)[C:40]1[CH:41]=[CH:42][CH:43]=[CH:44][CH:45]=1. (3) Reactant: C(N(CC)CC)C.[Cl:8][C:9]1[CH:10]=[C:11]2[CH:17]=[CH:16][NH:15][C:12]2=[CH:13][N:14]=1.[C:18](O[C:18]([O:20][C:21]([CH3:24])([CH3:23])[CH3:22])=[O:19])([O:20][C:21]([CH3:24])([CH3:23])[CH3:22])=[O:19]. Product: [Cl:8][C:9]1[CH:10]=[C:11]2[CH:17]=[CH:16][N:15]([C:18]([O:20][C:21]([CH3:24])([CH3:23])[CH3:22])=[O:19])[C:12]2=[CH:13][N:14]=1. The catalyst class is: 4. (4) Reactant: [F:1][C:2]([F:20])([C:16]([F:19])([F:18])[F:17])[C:3]([F:15])([F:14])[C:4]([F:13])([F:12])[C:5]1[CH:10]=[CH:9][C:8]([Br:11])=[CH:7][CH:6]=1.[C:21]1([S:27]([C:29]2[CH:34]=[CH:33][CH:32]=[CH:31][CH:30]=2)=O)[CH:26]=[CH:25][CH:24]=[CH:23][CH:22]=1.C[Si](Cl)(C)C.Br. Product: [Br-:11].[F:1][C:2]([F:20])([C:16]([F:19])([F:18])[F:17])[C:3]([F:15])([F:14])[C:4]([F:13])([F:12])[C:5]1[CH:10]=[CH:9][C:8]([S+:27]([C:29]2[CH:30]=[CH:31][CH:32]=[CH:33][CH:34]=2)[C:21]2[CH:26]=[CH:25][CH:24]=[CH:23][CH:22]=2)=[CH:7][CH:6]=1. The catalyst class is: 7.